Dataset: Reaction yield outcomes from USPTO patents with 853,638 reactions. Task: Predict the reaction yield, written as a fraction of the theoretical maximum amount of product (1.0 means a 100% yield; for example, 0.34 means a 34% yield). (1) The reactants are O[CH:2]([C:31]1[CH:36]=[CH:35][CH:34]=[CH:33][CH:32]=1)[C:3]1[C:11]2[O:10][CH2:9][CH:8]([C:12]3[CH:17]=[CH:16][C:15]([CH:18]([CH3:20])[CH3:19])=[CH:14][CH:13]=3)[C:7]=2[C:6]([CH3:21])=[C:5]([NH:22][C:23](=[O:29])[CH2:24][C:25]([CH3:28])([CH3:27])[CH3:26])[C:4]=1[CH3:30]. The catalyst is [Pd].C(O)(=O)C. The product is [CH2:2]([C:3]1[C:11]2[O:10][CH2:9][CH:8]([C:12]3[CH:13]=[CH:14][C:15]([CH:18]([CH3:20])[CH3:19])=[CH:16][CH:17]=3)[C:7]=2[C:6]([CH3:21])=[C:5]([NH:22][C:23](=[O:29])[CH2:24][C:25]([CH3:28])([CH3:27])[CH3:26])[C:4]=1[CH3:30])[C:31]1[CH:32]=[CH:33][CH:34]=[CH:35][CH:36]=1. The yield is 0.670. (2) The reactants are [OH:1][CH2:2][C:3]1[CH:4]=[C:5]([NH:9][CH:10]=[C:11]([N+:14]([O-:16])=[O:15])[CH:12]=O)[CH:6]=[CH:7][CH:8]=1.NC1C=C(C=CC=1)CO. The catalyst is CC(O)=O.Cl.C1(S)C=CC=CC=1. The product is [N+:14]([C:11]1[CH:10]=[N:9][C:5]2[C:6]([CH:12]=1)=[CH:7][CH:8]=[C:3]([CH2:2][OH:1])[CH:4]=2)([O-:16])=[O:15]. The yield is 0.0900. (3) The reactants are [CH3:1][C:2]1[CH:15]=[CH:14][C:5]([CH2:6][N:7]2[CH2:12][CH2:11][C:10](=O)[CH2:9][CH2:8]2)=[CH:4][CH:3]=1.C([O-])(=O)C.[NH4+].C([BH3-])#[N:22].[Na+]. The catalyst is CO. The product is [CH3:1][C:2]1[CH:15]=[CH:14][C:5]([CH2:6][N:7]2[CH2:12][CH2:11][CH:10]([NH2:22])[CH2:9][CH2:8]2)=[CH:4][CH:3]=1. The yield is 0.480. (4) The reactants are [CH:1]1([C:4]2[C:12]3[C:7](=[CH:8][C:9](/[CH:13]=[C:14]4/[C:15](=[O:23])[NH:16][C:17]5[C:22]/4=[CH:21][CH:20]=[CH:19][CH:18]=5)=[CH:10][CH:11]=3)[N:6](COCC[Si](C)(C)C)[N:5]=2)[CH2:3][CH2:2]1.[F-].C([N+](CCCC)(CCCC)CCCC)CCC. The catalyst is C1COCC1. The product is [CH:1]1([C:4]2[C:12]3[C:7](=[CH:8][C:9](/[CH:13]=[C:14]4/[C:15](=[O:23])[NH:16][C:17]5[C:22]/4=[CH:21][CH:20]=[CH:19][CH:18]=5)=[CH:10][CH:11]=3)[NH:6][N:5]=2)[CH2:2][CH2:3]1. The yield is 0.210.